Dataset: Catalyst prediction with 721,799 reactions and 888 catalyst types from USPTO. Task: Predict which catalyst facilitates the given reaction. (1) Product: [F:3][C:4]1[C:16]2[CH2:15][C:14]3[C:9](=[CH:10][CH:11]=[CH:12][C:13]=3[F:17])[C:8]=2[CH:7]=[CH:6][C:5]=1[OH:1]. Reactant: [OH:1]O.[F:3][C:4]1[C:16]2[CH2:15][C:14]3[C:9](=[CH:10][CH:11]=[CH:12][C:13]=3[F:17])[C:8]=2[CH:7]=[CH:6][C:5]=1B(O)O.O. The catalyst class is: 310. (2) Reactant: Br[C:2]1[C:14]2[C:13]3[CH:12]=[CH:11][C:10]([C:15]4[C:20]([F:21])=[CH:19][CH:18]=[C:17]([NH:22][S:23]([CH2:26][CH2:27][CH3:28])(=[O:25])=[O:24])[C:16]=4[F:29])=[CH:9][C:8]=3[CH:7]=[N:6][C:5]=2[N:4]([C:30]([O:32][C:33]([CH3:36])([CH3:35])[CH3:34])=[O:31])[N:3]=1.[CH:37]1(B(O)O)[CH2:39][CH2:38]1.P([O-])([O-])([O-])=O.[K+].[K+].[K+].C1(C)C=CC=CC=1. The catalyst class is: 6. Product: [CH:37]1([C:2]2[C:14]3[C:13]4[CH:12]=[CH:11][C:10]([C:15]5[C:20]([F:21])=[CH:19][CH:18]=[C:17]([NH:22][S:23]([CH2:26][CH2:27][CH3:28])(=[O:25])=[O:24])[C:16]=5[F:29])=[CH:9][C:8]=4[CH:7]=[N:6][C:5]=3[N:4]([C:30]([O:32][C:33]([CH3:36])([CH3:35])[CH3:34])=[O:31])[N:3]=2)[CH2:39][CH2:38]1.